Dataset: Tox21: 12 toxicity assays (nuclear receptors and stress response pathways). Task: Binary classification across 12 toxicity assays. (1) The molecule is Cc1cc(O)c(C(C)(C)C)cc1C(C)(C)C. It tested positive (active) for: SR-MMP (Mitochondrial Membrane Potential disruption). (2) The drug is O=C(O)Cc1cc(I)c(Oc2ccc(O)c(I)c2)c(I)c1. It tested positive (active) for: NR-ER (Estrogen Receptor agonist activity), SR-ARE (Antioxidant Response Element (oxidative stress)), SR-HSE (Heat Shock Element response), and SR-p53 (p53 tumor suppressor activation). (3) The molecule is OC[C@H]1O[C@@H](n2cnc3c(S)ncnc32)[C@H](O)[C@@H]1O. It tested positive (active) for: NR-AhR (Aryl hydrocarbon Receptor agonist activity), SR-ARE (Antioxidant Response Element (oxidative stress)), and SR-p53 (p53 tumor suppressor activation). (4) The drug is C=CCN(CC=C)CC=C. It tested positive (active) for: SR-ARE (Antioxidant Response Element (oxidative stress)). (5) The drug is C[C@@H]1O[C@@H](OC[C@H]2O[C@@H](Oc3c(-c4ccc(O)c(O)c4)oc4cc(O)cc(O)c4c3=O)[C@H](O)[C@@H](O)[C@@H]2O)[C@H](O)[C@H](O)[C@H]1O. It tested positive (active) for: NR-ER (Estrogen Receptor agonist activity). (6) The compound is O=C(O)Cc1cccc2ccccc12. It tested positive (active) for: NR-PPAR-gamma (PPAR-gamma nuclear receptor agonist). (7) The compound is O=C(Nc1ccc2c(c1)Cc1ccccc1-2)C(F)(F)F. It tested positive (active) for: NR-AhR (Aryl hydrocarbon Receptor agonist activity). (8) The molecule is CCCCC(CC)COC(=O)c1ccccc1C(=O)O. It tested positive (active) for: NR-PPAR-gamma (PPAR-gamma nuclear receptor agonist). (9) The molecule is CCCCCCCCCCCCCC=O. It tested positive (active) for: NR-ER (Estrogen Receptor agonist activity).